This data is from Full USPTO retrosynthesis dataset with 1.9M reactions from patents (1976-2016). The task is: Predict the reactants needed to synthesize the given product. (1) Given the product [C:1]([NH:4][C:5]1[CH:42]=[CH:41][N:8]([C@@H:9]2[O:40][C@H:14]([CH2:15][O:16][C:17]([C:34]3[CH:39]=[CH:38][CH:37]=[CH:36][CH:35]=3)([C:26]3[CH:31]=[CH:30][C:29]([O:32][CH3:33])=[CH:28][CH:27]=3)[C:18]3[CH:19]=[CH:20][C:21]([O:24][CH3:25])=[CH:22][CH:23]=3)[C@@H:12]([OH:13])[C@H:10]2[O:11][CH2:58][O:57][CH2:56][CH2:55][C:53]#[N:54])[C:7](=[O:43])[N:6]=1)(=[O:3])[CH3:2], predict the reactants needed to synthesize it. The reactants are: [C:1]([NH:4][C:5]1[CH:42]=[CH:41][N:8]([C@@H:9]2[O:40][C@H:14]([CH2:15][O:16][C:17]([C:34]3[CH:39]=[CH:38][CH:37]=[CH:36][CH:35]=3)([C:26]3[CH:31]=[CH:30][C:29]([O:32][CH3:33])=[CH:28][CH:27]=3)[C:18]3[CH:23]=[CH:22][C:21]([O:24][CH3:25])=[CH:20][CH:19]=3)[C@@H:12]([OH:13])[C@H:10]2[OH:11])[C:7](=[O:43])[N:6]=1)(=[O:3])[CH3:2].C(N(C(C)C)CC)(C)C.[C:53]([CH2:55][CH2:56][O:57][CH2:58]Cl)#[N:54].C(=O)(O)[O-].[Na+]. (2) Given the product [CH3:13][C:9]1([CH3:12])[O:8][CH2:7][C:6]([C:4](=[O:5])[CH3:16])([CH3:14])[CH2:11][O:10]1, predict the reactants needed to synthesize it. The reactants are: CON(C)[C:4]([C:6]1([CH3:14])[CH2:11][O:10][C:9]([CH3:13])([CH3:12])[O:8][CH2:7]1)=[O:5].[CH3:16][Mg]Br.[Cl-].[NH4+]. (3) Given the product [CH3:11][C:9]1[CH:8]=[CH:7][C:3]([C:4]([OH:6])=[O:5])=[C:2]([NH:1][CH2:15][CH2:14][C:13]([F:18])([F:17])[F:12])[CH:10]=1, predict the reactants needed to synthesize it. The reactants are: [NH2:1][C:2]1[CH:10]=[C:9]([CH3:11])[CH:8]=[CH:7][C:3]=1[C:4]([OH:6])=[O:5].[F:12][C:13]([F:18])([F:17])[CH2:14][CH:15]=O.C(O[BH-](OC(=O)C)OC(=O)C)(=O)C.[Na+]. (4) Given the product [CH3:23][N:14]([C:8]1[CH:9]=[CH:10][CH:11]=[C:12]2[C:7]=1[NH:6][C:5]([C:3]1[N:28]=[C:26]([NH:25][CH3:24])[S:27][CH:2]=1)=[CH:13]2)[S:15]([C:18]1[S:19][CH:20]=[CH:21][CH:22]=1)(=[O:17])=[O:16], predict the reactants needed to synthesize it. The reactants are: Cl[CH2:2][C:3]([C:5]1[NH:6][C:7]2[C:12]([CH:13]=1)=[CH:11][CH:10]=[CH:9][C:8]=2[N:14]([CH3:23])[S:15]([C:18]1[S:19][CH:20]=[CH:21][CH:22]=1)(=[O:17])=[O:16])=O.[CH3:24][NH:25][C:26]([NH2:28])=[S:27].CN(C)C(=O)C. (5) Given the product [F:63][Sb-:64]([F:69])([F:68])([F:67])([F:66])[F:65].[CH3:41][S+:39]([CH3:40])[C:35]1[CH:34]=[C:33]([N:32]([C:42]2[CH:43]=[CH:44][CH:45]=[CH:46][CH:47]=2)[C:29]2[CH:28]=[CH:27][C:26]([CH:25]=[CH:24][C:21]3[CH:22]=[CH:23][C:18]([N:17]([C:48]4[CH:49]=[CH:50][CH:51]=[CH:52][CH:53]=4)[C:13]4[CH:12]=[C:11]([S+:10]([CH3:9])[CH3:54])[CH:16]=[CH:15][CH:14]=4)=[CH:19][CH:20]=3)=[CH:31][CH:30]=2)[CH:38]=[CH:37][CH:36]=1.[F:63][Sb-:64]([F:69])([F:68])([F:67])([F:66])[F:65], predict the reactants needed to synthesize it. The reactants are: [O-]S(C(F)(F)F)(=O)=O.[CH3:9][S+:10]([CH3:54])[C:11]1[CH:12]=[C:13]([N:17]([C:48]2[CH:53]=[CH:52][CH:51]=[CH:50][CH:49]=2)[C:18]2[CH:23]=[CH:22][C:21]([CH:24]=[CH:25][C:26]3[CH:31]=[CH:30][C:29]([N:32]([C:42]4[CH:47]=[CH:46][CH:45]=[CH:44][CH:43]=4)[C:33]4[CH:34]=[C:35]([S+:39]([CH3:41])[CH3:40])[CH:36]=[CH:37][CH:38]=4)=[CH:28][CH:27]=3)=[CH:20][CH:19]=2)[CH:14]=[CH:15][CH:16]=1.[O-]S(C(F)(F)F)(=O)=O.[F:63][Sb-:64]([F:69])([F:68])([F:67])([F:66])[F:65].[Na+]. (6) The reactants are: [OH:1][C:2]1[CH:3]=[CH:4][C:5]2[C:17](=[O:18])[C:16]3[C:15]4[C:10](=[CH:11][C:12]([C:19]#[N:20])=[CH:13][CH:14]=4)[NH:9][C:8]=3[C:7]([CH3:22])([CH3:21])[C:6]=2[CH:23]=1.Cl[CH2:25][CH2:26][N:27]([CH2:30][CH3:31])[CH2:28][CH3:29].C(=O)([O-])[O-].[Cs+].[Cs+].O. Given the product [CH2:26]([N:27]([CH2:30][CH3:31])[CH2:28][CH2:29][O:1][C:2]1[CH:3]=[CH:4][C:5]2[C:17](=[O:18])[C:16]3[C:15]4[C:10](=[CH:11][C:12]([C:19]#[N:20])=[CH:13][CH:14]=4)[NH:9][C:8]=3[C:7]([CH3:21])([CH3:22])[C:6]=2[CH:23]=1)[CH3:25], predict the reactants needed to synthesize it. (7) Given the product [Cl:15][C:11]1[CH:12]=[C:13]2[C:8](=[CH:9][CH:10]=1)[NH:7][C:6]1[CH:5]=[N:4][CH:3]=[C:2]([NH:1][C:23](=[O:24])[C:22]([F:33])([F:32])[F:21])[C:14]2=1, predict the reactants needed to synthesize it. The reactants are: [NH2:1][C:2]1[C:14]2[C:13]3[C:8](=[CH:9][CH:10]=[C:11]([Cl:15])[CH:12]=3)[NH:7][C:6]=2[CH:5]=[N:4][CH:3]=1.C1COCC1.[F:21][C:22]([F:33])([F:32])[C:23](O[C:23](=[O:24])[C:22]([F:33])([F:32])[F:21])=[O:24]. (8) Given the product [NH2:29][C:22]1[C:21]2[N:20]=[CH:19][N:18]([CH2:17][CH2:16][CH2:15][CH2:14][NH:13][C:11]([NH:10][C@@H:8]3[CH2:9][C@H:7]3[C:1]3[CH:6]=[CH:5][CH:4]=[CH:3][CH:2]=3)=[O:12])[C:26]=2[C:25]([CH3:27])=[C:24]([CH3:28])[N:23]=1, predict the reactants needed to synthesize it. The reactants are: [C:1]1([C@@H:7]2[CH2:9][C@H:8]2[N:10]=[C:11]=[O:12])[CH:6]=[CH:5][CH:4]=[CH:3][CH:2]=1.[NH2:13][CH2:14][CH2:15][CH2:16][CH2:17][N:18]1[C:26]2[C:25]([CH3:27])=[C:24]([CH3:28])[N:23]=[C:22]([NH2:29])[C:21]=2[N:20]=[CH:19]1.